Task: Predict the product of the given reaction.. Dataset: Forward reaction prediction with 1.9M reactions from USPTO patents (1976-2016) (1) Given the reactants [F:1][C:2]1[CH:3]=[CH:4][C:5]2[N:9]=[C:8]([C@@H:10]([NH2:12])[CH3:11])[N:7]([CH3:13])[C:6]=2[C:14]=1[C:15]1[CH:20]=[CH:19][CH:18]=[CH:17][N:16]=1.Cl[C:22]1[N:30]=[CH:29][N:28]=[C:27]2[C:23]=1[N:24]=[CH:25][N:26]2C1CCCCO1.CCN(C(C)C)C(C)C, predict the reaction product. The product is: [F:1][C:2]1[CH:3]=[CH:4][C:5]2[N:9]=[C:8]([C@@H:10]([NH:12][C:22]3[N:30]=[CH:29][N:28]=[C:27]4[C:23]=3[N:24]=[CH:25][NH:26]4)[CH3:11])[N:7]([CH3:13])[C:6]=2[C:14]=1[C:15]1[CH:20]=[CH:19][CH:18]=[CH:17][N:16]=1. (2) Given the reactants ClC1C=C2C(C(C3N(CC)N=C([NH:18][CH2:19][C:20]4[CH:25]=[CH:24][C:23]([F:26])=[CH:22][CH:21]=4)C=3)O)=CN([Si](C(C)C)(C(C)C)C(C)C)C2=NC=1.C([SiH](CC)CC)C.FC(F)(F)C(O)=O, predict the reaction product. The product is: [F:26][C:23]1[CH:24]=[CH:25][C:20]([CH2:19][NH2:18])=[CH:21][CH:22]=1. (3) Given the reactants C([O:4][C@@H:5]1[C@@H:10]([O:11]C(=O)C)[C@H:9]([O:15]C(=O)C)[C@@H:8]([CH2:19][O:20]C(=O)C)[O:7][C@H:6]1[O:24][C:25]1[C:29]([CH2:30][C:31]2[CH:36]=[CH:35][C:34]([O:37][CH2:38][CH2:39][CH2:40][NH2:41])=[CH:33][CH:32]=2)=[C:28]([CH:42]([CH3:44])[CH3:43])[NH:27][N:26]=1)(=O)C.C[O-].[Na+], predict the reaction product. The product is: [NH2:41][CH2:40][CH2:39][CH2:38][O:37][C:34]1[CH:33]=[CH:32][C:31]([CH2:30][C:29]2[C:25]([O:24][C@@H:6]3[O:7][C@H:8]([CH2:19][OH:20])[C@@H:9]([OH:15])[C@H:10]([OH:11])[C@H:5]3[OH:4])=[N:26][NH:27][C:28]=2[CH:42]([CH3:44])[CH3:43])=[CH:36][CH:35]=1. (4) Given the reactants [O:1]=[C:2]([C@H:4]([CH2:6][C:7]1[CH:14]=[C:12]([OH:13])[C:10]([OH:11])=[CH:9][CH:8]=1)[NH2:5])O.[NH3:15], predict the reaction product. The product is: [NH2:5][CH:4]([CH2:6][C:7]1[CH:8]=[CH:9][C:10]([OH:11])=[C:12]([OH:13])[CH:14]=1)[C:2]([NH2:15])=[O:1]. (5) The product is: [C:1]([N:4]1[CH2:9][CH2:8][N:7]([C:20]2[CH:25]=[CH:24][N:23]=[C:22]([NH:26][C:27]3[S:28][C:29]([C:32]4[CH:33]=[N:34][CH:35]=[C:36]([CH:40]=4)[C:37]([OH:39])=[O:38])=[CH:30][N:31]=3)[CH:21]=2)[CH2:6][CH2:5]1)(=[O:3])[CH3:2]. Given the reactants [C:1]([N:4]1[CH2:9][CH2:8][NH:7][CH2:6][CH2:5]1)(=[O:3])[CH3:2].C(N(C(C)C)CC)(C)C.Cl[C:20]1[CH:25]=[CH:24][N:23]=[C:22]([NH:26][C:27]2[S:28][C:29]([C:32]3[CH:33]=[N:34][CH:35]=[C:36]([CH:40]=3)[C:37]([OH:39])=[O:38])=[CH:30][N:31]=2)[CH:21]=1, predict the reaction product. (6) Given the reactants [NH2:1][C:2]1[C:11]([NH:12][C:13](=O)[C:14]2[CH:19]=[CH:18][C:17]([Br:20])=[C:16]([F:21])[CH:15]=2)=[CH:10][CH:9]=[CH:8][C:3]=1[C:4]([O:6]C)=[O:5].[H][H].[OH-].[Na+].Cl, predict the reaction product. The product is: [Br:20][C:17]1[CH:18]=[CH:19][C:14]([C:13]2[NH:12][C:11]3[CH:10]=[CH:9][CH:8]=[C:3]([C:4]([OH:6])=[O:5])[C:2]=3[N:1]=2)=[CH:15][C:16]=1[F:21].